Task: Predict the reaction yield, written as a fraction of the theoretical maximum amount of product (1.0 means a 100% yield; for example, 0.34 means a 34% yield).. Dataset: Reaction yield outcomes from USPTO patents with 853,638 reactions (1) The reactants are C([O:3][C:4](=[O:38])[CH2:5][CH2:6][NH:7][C:8]([C:10]1[N:15]=[CH:14][C:13]([NH:16][CH:17]([C:22]2[CH:27]=[CH:26][C:25]([C:28]3[CH:33]=[CH:32][C:31]([C:34]([F:37])([F:36])[F:35])=[CH:30][CH:29]=3)=[CH:24][CH:23]=2)[CH2:18][CH:19]([CH3:21])[CH3:20])=[CH:12][N:11]=1)=[O:9])C.FC(F)(F)C1C=CC(C2N=CC(NC(C3C=CC(C(NCCC(O)=O)=O)=CC=3)CCC)=CN=2)=CC=1.[OH-].[Na+].Cl. The catalyst is O1CCCC1.CO. The product is [CH3:20][CH:19]([CH3:21])[CH2:18][CH:17]([NH:16][C:13]1[CH:12]=[N:11][C:10]([C:8]([NH:7][CH2:6][CH2:5][C:4]([OH:38])=[O:3])=[O:9])=[N:15][CH:14]=1)[C:22]1[CH:27]=[CH:26][C:25]([C:28]2[CH:29]=[CH:30][C:31]([C:34]([F:36])([F:35])[F:37])=[CH:32][CH:33]=2)=[CH:24][CH:23]=1. The yield is 0.970. (2) The reactants are [NH2:1][C:2]1[CH:7]=[CH:6][C:5]([C:8]2[N:13]=[C:12]([N:14]3[CH:19]([CH3:20])[CH2:18][O:17][CH2:16][CH:15]3[CH3:21])[N:11]=[C:10]([C:22]3[CH:27]=[CH:26][C:25]([NH:28][C:29]([NH:31][CH3:32])=[O:30])=[CH:24][CH:23]=3)[N:9]=2)=[CH:4][CH:3]=1.[C:33]([C:36]1[CH:37]=[C:38]([NH:42][C:43](=O)[O:44]C2C=CC=CC=2)[CH:39]=[CH:40][CH:41]=1)(=[O:35])[NH2:34]. No catalyst specified. The product is [CH3:21][CH:15]1[CH2:16][O:17][CH2:18][CH:19]([CH3:20])[N:14]1[C:12]1[N:11]=[C:10]([C:22]2[CH:27]=[CH:26][C:25]([NH:28][C:29](=[O:30])[NH:31][CH3:32])=[CH:24][CH:23]=2)[N:9]=[C:8]([C:5]2[CH:4]=[CH:3][C:2]([NH:1][C:43]([NH:42][C:38]3[CH:37]=[C:36]([CH:41]=[CH:40][CH:39]=3)[C:33]([NH2:34])=[O:35])=[O:44])=[CH:7][CH:6]=2)[N:13]=1. The yield is 0.0410. (3) The reactants are [Br:1][C:2]1[CH:3]=[C:4]2[C:10]([C:11](=[O:16])C(Cl)(Cl)Cl)=[CH:9][NH:8][C:5]2=[N:6][CH:7]=1.[NH3:17]. The catalyst is O1CCCC1. The product is [Br:1][C:2]1[CH:3]=[C:4]2[C:10]([C:11]([NH2:17])=[O:16])=[CH:9][NH:8][C:5]2=[N:6][CH:7]=1. The yield is 0.910. (4) The reactants are [Br:1][C:2]1[CH:10]=[C:9]([F:11])[C:5]([C:6](O)=[O:7])=[C:4]([F:12])[CH:3]=1.O[N:14]1C2C=CC=CC=2N=N1.C(N=C=NCCCN(C)C)C.N. No catalyst specified. The product is [Br:1][C:2]1[CH:10]=[C:9]([F:11])[C:5]([C:6]([NH2:14])=[O:7])=[C:4]([F:12])[CH:3]=1. The yield is 0.930. (5) The reactants are [CH:1]1([C:4]2[C:5]([O:22][CH2:23][C:24]([F:27])([F:26])[F:25])=[CH:6][C:7]([C:10]([NH:12][CH:13]([C:18](O)([CH3:20])[CH3:19])[C:14]([NH:16][CH3:17])=[O:15])=[O:11])=[N:8][CH:9]=2)[CH2:3][CH2:2]1.CCN(S(F)(F)[F:34])CC. The catalyst is ClCCl. The product is [CH:1]1([C:4]2[C:5]([O:22][CH2:23][C:24]([F:27])([F:26])[F:25])=[CH:6][C:7]([C:10]([NH:12][CH:13]([C:18]([F:34])([CH3:20])[CH3:19])[C:14]([NH:16][CH3:17])=[O:15])=[O:11])=[N:8][CH:9]=2)[CH2:3][CH2:2]1. The yield is 0.330. (6) The reactants are [N+:1]([C:4]1[CH:9]=[C:8]([CH:10]2[O:15][CH2:14][CH2:13][N:12]([CH2:16][CH2:17][CH3:18])[CH2:11]2)[CH:7]=[CH:6][C:5]=1[OH:19])([O-])=O.C([O-])=O.[NH4+]. The catalyst is C(O)C.[Pd]. The product is [NH2:1][C:4]1[CH:9]=[C:8]([CH:10]2[O:15][CH2:14][CH2:13][N:12]([CH2:16][CH2:17][CH3:18])[CH2:11]2)[CH:7]=[CH:6][C:5]=1[OH:19]. The yield is 0.780. (7) The reactants are [F:1][C:2]1[CH:7]=[CH:6][CH:5]=[CH:4][C:3]=1[OH:8].I[CH2:10][CH3:11].C(=O)([O-])[O-].[K+].[K+]. The catalyst is CC(C)=O. The product is [CH2:10]([O:8][C:3]1[CH:4]=[CH:5][CH:6]=[CH:7][C:2]=1[F:1])[CH3:11]. The yield is 0.920. (8) The product is [CH3:19][N:10]1[CH:11]=[C:12]([C:13]2[CH:18]=[CH:17][N:16]=[CH:15][CH:14]=2)[C:8]([C:5]2[CH:6]=[CH:7][C:2]([C:23]#[C:22][Si:24]([CH3:27])([CH3:26])[CH3:25])=[CH:3][CH:4]=2)=[N:9]1. The yield is 0.900. The catalyst is [Cu]I.Cl[Pd](Cl)([P](C1C=CC=CC=1)(C1C=CC=CC=1)C1C=CC=CC=1)[P](C1C=CC=CC=1)(C1C=CC=CC=1)C1C=CC=CC=1. The reactants are Br[C:2]1[CH:7]=[CH:6][C:5]([C:8]2[C:12]([C:13]3[CH:18]=[CH:17][N:16]=[CH:15][CH:14]=3)=[CH:11][N:10]([CH3:19])[N:9]=2)=[CH:4][CH:3]=1.N#N.[C:22]([Si:24]([CH3:27])([CH3:26])[CH3:25])#[CH:23]. (9) The reactants are [CH3:1][O:2][C:3]([C:5]1[S:6][C:7]([CH:16](OCC)[O:17]CC)=[CH:8][C:9]=1[C:10]1[CH:15]=[CH:14][CH:13]=[CH:12][CH:11]=1)=[O:4].C(O)=O. The catalyst is O1CCOCC1. The product is [CH3:1][O:2][C:3]([C:5]1[S:6][C:7]([CH:16]=[O:17])=[CH:8][C:9]=1[C:10]1[CH:11]=[CH:12][CH:13]=[CH:14][CH:15]=1)=[O:4]. The yield is 0.900.